Task: Predict the product of the given reaction.. Dataset: Forward reaction prediction with 1.9M reactions from USPTO patents (1976-2016) (1) Given the reactants [Cl:1][C:2]1[C:7]([N:8]2[CH2:13][CH2:12][N:11]([CH:14]3[CH2:17][O:16][CH2:15]3)[CH:10]([C:18]([N:20]3[CH2:25][CH2:24][O:23][CH2:22][CH2:21]3)=[O:19])[CH2:9]2)=[CH:6][C:5]([C:26]#[N:27])=[CH:4][C:3]=1[NH:28][C:29]1[N:34]=[C:33]([N:35]([CH:43]2[CH2:45][CH2:44]2)C(=O)OC(C)(C)C)[C:32]2=[N:46][CH:47]=[C:48]([C:49]#[N:50])[N:31]2[N:30]=1.C1(OC)C=CC=CC=1.C(O)(C(F)(F)F)=O, predict the reaction product. The product is: [Cl:1][C:2]1[C:7]([N:8]2[CH2:13][CH2:12][N:11]([CH:14]3[CH2:17][O:16][CH2:15]3)[CH:10]([C:18]([N:20]3[CH2:25][CH2:24][O:23][CH2:22][CH2:21]3)=[O:19])[CH2:9]2)=[CH:6][C:5]([C:26]#[N:27])=[CH:4][C:3]=1[NH:28][C:29]1[N:34]=[C:33]([NH:35][CH:43]2[CH2:44][CH2:45]2)[C:32]2=[N:46][CH:47]=[C:48]([C:49]#[N:50])[N:31]2[N:30]=1. (2) Given the reactants FC1C=C(O)C=CC=1.BrCCCCCCCCCO.[F:20][C:21]1[CH:22]=[C:23]([CH:35]=[CH:36][CH:37]=1)[O:24][CH2:25][CH2:26][CH2:27][CH2:28][CH2:29][CH2:30][CH2:31][CH2:32][CH2:33][OH:34].FC1C=C(C=CC=1)OCCCCCCCCC(O)=O.Cl.Cl.[CH2:59]([O:66][C:67](=[O:75])[CH2:68][C@@H:69]([NH2:74])[CH2:70][N:71]([CH3:73])[CH3:72])[C:60]1[CH:65]=[CH:64][CH:63]=[CH:62][CH:61]=1, predict the reaction product. The product is: [CH2:59]([O:66][C:67](=[O:75])[CH2:68][C@@H:69]([NH:74][C:33](=[O:34])[CH2:32][CH2:31][CH2:30][CH2:29][CH2:28][CH2:27][CH2:26][CH2:25][O:24][C:23]1[CH:35]=[CH:36][CH:37]=[C:21]([F:20])[CH:22]=1)[CH2:70][N:71]([CH3:72])[CH3:73])[C:60]1[CH:65]=[CH:64][CH:63]=[CH:62][CH:61]=1. (3) The product is: [CH3:36][NH:35][C:34]1[N:54]=[C:1]([C:4]2[N:8]([CH:9]3[CH2:10][CH2:11][N:12]([C:15]([O:17][C:18]([CH3:19])([CH3:20])[CH3:21])=[O:16])[CH2:13][CH2:14]3)[CH:7]=[N:6][C:5]=2[C:22]2[CH:27]=[CH:26][CH:25]=[CH:24][CH:23]=2)[CH:2]=[CH:32][N:33]=1. Given the reactants [C:1]([C:4]1[N:8]([CH:9]2[CH2:14][CH2:13][N:12]([C:15]([O:17][C:18]([CH3:21])([CH3:20])[CH3:19])=[O:16])[CH2:11][CH2:10]2)[CH:7]=[N:6][C:5]=1[C:22]1[CH:27]=[CH:26][CH:25]=[CH:24][CH:23]=1)(=O)[CH3:2].C(C1[N:35]([CH:36]2CN(C(OCCCC)=O)C2)[CH:34]=[N:33][C:32]=1C1C=CC(F)=CC=1)(=O)C.[NH2:54]C1CCN(C(OC(C)(C)C)=O)CC1.[N+](C(C1C=CC=CC=1)S(C1C=CC(C)=CC=1)(=O)=O)#[C-].FC1C=CC(C([N+]#[C-])S(C2C=CC(C)=CC=2)(=O)=O)=CC=1.COC(OC)N(C)C.[Na].Cl.CNC(N)=N.C[O-].[Na+], predict the reaction product.